Dataset: Forward reaction prediction with 1.9M reactions from USPTO patents (1976-2016). Task: Predict the product of the given reaction. (1) Given the reactants P([O-])([O-])([O-])=O.[K+].[K+].[K+].CC1C=CC=C(C)C=1O.I[C:19]1[CH:24]=[CH:23][CH:22]=[CH:21][C:20]=1[O:25][CH3:26].[CH2:27]([NH2:33])[CH2:28][CH2:29][CH2:30][CH2:31][CH3:32].CCCCCCCCCCCC, predict the reaction product. The product is: [CH3:26][O:25][C:20]1[CH:21]=[CH:22][CH:23]=[CH:24][C:19]=1[CH2:32][CH2:31][CH2:30][CH2:29][CH2:28][CH2:27][NH2:33]. (2) Given the reactants Cl[CH2:2][CH2:3][CH2:4][CH2:5][CH:6]([C:14]1[NH:18][N:17]=[C:16]([NH:19][C:20]2[CH:25]=[CH:24][C:23]([C:26]3[O:30][N:29]=[C:28]([CH3:31])[N:27]=3)=[C:22]([O:32][CH3:33])[CH:21]=2)[N:15]=1)[C:7]1[CH:12]=[CH:11][C:10]([F:13])=[CH:9][CH:8]=1.C(=O)([O-])[O-:35].[K+].[K+].[I-].[K+].O.C(#N)C, predict the reaction product. The product is: [C:26]([O-:30])(=[O:35])[CH3:23].[NH4+:15].[F:13][C:10]1[CH:11]=[CH:12][C:7]([CH:6]2[CH2:5][CH2:4][CH2:3][CH2:2][N:18]3[N:17]=[C:16]([NH:19][C:20]4[CH:25]=[CH:24][C:23]([C:26]5[O:30][N:29]=[C:28]([CH3:31])[N:27]=5)=[C:22]([O:32][CH3:33])[CH:21]=4)[N:15]=[C:14]23)=[CH:8][CH:9]=1. (3) The product is: [F:27][C:24]1[CH:25]=[C:26]2[C:21](=[CH:22][CH:23]=1)[NH:20][CH:19]=[C:18]2[CH2:17][CH2:16][CH2:15][NH:13][CH:6]1[CH2:5][C:4]2[C:9](=[CH:10][CH:11]=[CH:12][C:3]=2[O:2][CH3:1])[O:8][CH2:7]1. Given the reactants [CH3:1][O:2][C:3]1[CH:12]=[CH:11][CH:10]=[C:9]2[C:4]=1[CH2:5][CH:6]([NH2:13])[CH2:7][O:8]2.Br[CH2:15][CH2:16][CH2:17][C:18]1[C:26]2[C:21](=[CH:22][CH:23]=[C:24]([F:27])[CH:25]=2)[NH:20][CH:19]=1.C(N(CC)CC)C.CCCCCC.CCOC(C)=O.CO, predict the reaction product. (4) Given the reactants [CH3:1][CH:2]([CH3:27])[CH:3]([C:7]1[CH:12]=[CH:11][C:10]([CH2:13][N:14]2[C:19](=[O:20])[CH2:18][O:17][C:16]([C:21]3[CH:26]=[CH:25][CH:24]=[CH:23][CH:22]=3)=[N:15]2)=[CH:9][CH:8]=1)[C:4](O)=[O:5].[NH2:28][C:29]1[CH:34]=[CH:33][CH:32]=[CH:31][C:30]=1/[CH:35]=[CH:36]/[C:37]([O:39][CH3:40])=[O:38].N1C=CC=CC=1.CN(C(ON1N=NC2C=CC=NC1=2)=[N+](C)C)C.F[P-](F)(F)(F)(F)F, predict the reaction product. The product is: [CH3:1][CH:2]([CH3:27])[CH:3]([C:7]1[CH:8]=[CH:9][C:10]([CH2:13][N:14]2[C:19](=[O:20])[CH2:18][O:17][C:16]([C:21]3[CH:22]=[CH:23][CH:24]=[CH:25][CH:26]=3)=[N:15]2)=[CH:11][CH:12]=1)[C:4]([NH:28][C:29]1[CH:34]=[CH:33][CH:32]=[CH:31][C:30]=1/[CH:35]=[CH:36]/[C:37]([O:39][CH3:40])=[O:38])=[O:5]. (5) Given the reactants [OH:1][C:2]1[CH:3]=[C:4]([C:9]([CH3:13])([CH3:12])[C:10]#[N:11])[CH:5]=[C:6]([OH:8])[CH:7]=1.C(=O)([O-])[O-].[K+].[K+].I[CH2:21][CH2:22][CH2:23][CH3:24], predict the reaction product. The product is: [CH2:21]([O:1][C:2]1[CH:3]=[C:4]([C:9]([CH3:13])([CH3:12])[C:10]#[N:11])[CH:5]=[C:6]([OH:8])[CH:7]=1)[CH2:22][CH2:23][CH3:24]. (6) Given the reactants [CH3:1][O:2][C:3]1[C:8]([CH3:9])=[CH:7][CH:6]=[CH:5][C:4]=1/[CH:10]=[CH:11]/[C:12]([O:14][CH2:15][CH3:16])=[O:13].C(O)(=[O:26])C=CC1C=CC=CC=1, predict the reaction product. The product is: [OH:26][C@H:11]([CH2:10][C:4]1[CH:5]=[CH:6][CH:7]=[C:8]([CH3:9])[C:3]=1[O:2][CH3:1])[C:12]([O:14][CH2:15][CH3:16])=[O:13]. (7) Given the reactants [N:1]([CH2:4][C:5]1([CH3:23])[NH:9][C:8](=[O:10])[N:7]([C:11]2[CH:16]=[CH:15][C:14]([Cl:17])=[C:13]([C:18]([F:21])([F:20])[F:19])[CH:12]=2)[C:6]1=[O:22])=[N+]=[N-].C1C=CC(P(C2C=CC=CC=2)C2C=CC=CC=2)=CC=1, predict the reaction product. The product is: [NH2:1][CH2:4][C:5]1([CH3:23])[NH:9][C:8](=[O:10])[N:7]([C:11]2[CH:16]=[CH:15][C:14]([Cl:17])=[C:13]([C:18]([F:21])([F:20])[F:19])[CH:12]=2)[C:6]1=[O:22]. (8) Given the reactants [O:1]=[C:2]1[NH:6][C:5](=[O:7])[CH:4]([CH2:8][C:9]2[CH:19]=[CH:18][C:12]([O:13][CH2:14][C:15]([OH:17])=O)=[CH:11][CH:10]=2)[S:3]1.S(Cl)(Cl)=O.[NH2:24][C:25]1[CH:30]=[CH:29][C:28]([O:31][CH3:32])=[CH:27][C:26]=1[N:33]([CH3:41])[C:34](=[O:40])[O:35][C:36]([CH3:39])([CH3:38])[CH3:37].C(N(CC)CC)C, predict the reaction product. The product is: [O:1]=[C:2]1[NH:6][C:5](=[O:7])[CH:4]([CH2:8][C:9]2[CH:10]=[CH:11][C:12]([O:13][CH2:14][C:15]([NH:24][C:25]3[CH:30]=[CH:29][C:28]([O:31][CH3:32])=[CH:27][C:26]=3[N:33]([CH3:41])[C:34](=[O:40])[O:35][C:36]([CH3:37])([CH3:39])[CH3:38])=[O:17])=[CH:18][CH:19]=2)[S:3]1. (9) The product is: [NH:20]1[C:21]2[C:17](=[CH:16][CH:15]=[C:14]([NH:13][C:2]3[N:11]=[CH:10][C:9]4[C:4](=[C:5]([CH3:12])[CH:6]=[CH:7][CH:8]=4)[N:3]=3)[CH:22]=2)[CH2:18][CH2:19]1. Given the reactants Cl[C:2]1[N:11]=[CH:10][C:9]2[C:4](=[C:5]([CH3:12])[CH:6]=[CH:7][CH:8]=2)[N:3]=1.[NH2:13][C:14]1[CH:22]=[C:21]2[C:17]([CH2:18][CH2:19][N:20]2C(OC(C)(C)C)=O)=[CH:16][CH:15]=1.C(O)CCC, predict the reaction product.